From a dataset of Reaction yield outcomes from USPTO patents with 853,638 reactions. Predict the reaction yield, written as a fraction of the theoretical maximum amount of product (1.0 means a 100% yield; for example, 0.34 means a 34% yield). (1) The reactants are N1([N:7]=[CH:8][C:9]2[N:10]=[CH:11][N:12](C(C3C=CC=CC=3)(C3C=CC=CC=3)C3C=CC=CC=3)[CH:13]=2)CCCCC1.C1COCC1.C(O)C.[ClH:41]. The product is [ClH:41].[ClH:41].[NH:12]1[CH:13]=[C:9]([CH2:8][NH2:7])[N:10]=[CH:11]1. The yield is 0.290. The catalyst is C(OCC)(=O)C.[Pd]. (2) The reactants are C(OC([N:8]1[CH2:12][CH:11]([O:13][C:14](=[O:24])[C:15]2[CH:20]=[CH:19][C:18]([N+:21]([O-:23])=[O:22])=[CH:17][CH:16]=2)[CH2:10][CH:9]1[C:25](=[O:37])[NH:26][C:27]1([C:32]([O:34][CH2:35][CH3:36])=[O:33])[CH2:29][CH:28]1[CH:30]=[CH2:31])=O)(C)(C)C. The catalyst is FC(F)(F)S(O)(=O)=O.ClCCl. The product is [CH2:35]([O:34][C:32]([C:27]1([NH:26][C:25]([CH:9]2[NH:8][CH2:12][CH:11]([O:13][C:14](=[O:24])[C:15]3[CH:16]=[CH:17][C:18]([N+:21]([O-:23])=[O:22])=[CH:19][CH:20]=3)[CH2:10]2)=[O:37])[CH2:29][CH:28]1[CH:30]=[CH2:31])=[O:33])[CH3:36]. The yield is 0.950. (3) The reactants are FC(F)(F)C(O)=O.[CH2:8]([O:11][C:12]([CH:14]1[CH2:18][C:17](F)([F:19])[CH2:16][NH:15]1)=[O:13])[CH:9]=[CH2:10]. The catalyst is O1CCCC1.C(OCC)(=O)C.[O-2].[O-2].[Mn+4]. The product is [CH2:8]([O:11][C:12]([C:14]1[NH:15][CH:16]=[C:17]([F:19])[CH:18]=1)=[O:13])[CH:9]=[CH2:10]. The yield is 0.887. (4) The reactants are Br[C:2]1[CH:7]=[CH:6][C:5]([S:8]([NH:11][CH2:12][CH2:13][CH3:14])(=[O:10])=[O:9])=[C:4]([C:15]([F:18])([F:17])[F:16])[CH:3]=1.[C:19]([C:21]1[N:25]([CH3:26])[C:24](B(O)O)=[CH:23][CH:22]=1)#[N:20].[F-].[K+].C(P(C(C)(C)C)C(C)(C)C)(C)(C)C. The catalyst is C1C=CC(/C=C/C(/C=C/C2C=CC=CC=2)=O)=CC=1.C1C=CC(/C=C/C(/C=C/C2C=CC=CC=2)=O)=CC=1.C1C=CC(/C=C/C(/C=C/C2C=CC=CC=2)=O)=CC=1.[Pd].[Pd]. The product is [C:19]([C:21]1[N:25]([CH3:26])[C:24]([C:2]2[CH:7]=[CH:6][C:5]([S:8]([NH:11][CH2:12][CH2:13][CH3:14])(=[O:10])=[O:9])=[C:4]([C:15]([F:18])([F:17])[F:16])[CH:3]=2)=[CH:23][CH:22]=1)#[N:20]. The yield is 0.330. (5) The reactants are [CH3:1][C:2]1([CH3:29])[CH2:11][CH2:10][CH2:9][C:8]2[N:7]=[C:6]([C:12]3[CH:17]=[CH:16][CH:15]=[CH:14][C:13]=3[O:18]C)[N:5]([CH2:20][CH2:21][C:22]3[CH:27]=[CH:26][CH:25]=[CH:24][CH:23]=3)[C:4](=[O:28])[C:3]1=2.B(Br)(Br)Br.CO. The catalyst is C(Cl)Cl. The product is [OH:18][C:13]1[CH:14]=[CH:15][CH:16]=[CH:17][C:12]=1[C:6]1[N:5]([CH2:20][CH2:21][C:22]2[CH:27]=[CH:26][CH:25]=[CH:24][CH:23]=2)[C:4](=[O:28])[C:3]2[C:2]([CH3:29])([CH3:1])[CH2:11][CH2:10][CH2:9][C:8]=2[N:7]=1. The yield is 0.760.